From a dataset of Forward reaction prediction with 1.9M reactions from USPTO patents (1976-2016). Predict the product of the given reaction. (1) Given the reactants CO[C:3]1([C:11]2[CH:16]=[CH:15][C:14]([S:17]([CH3:20])(=[O:19])=[O:18])=[CH:13][CH:12]=2)[C:5]2([CH2:10][CH2:9][CH2:8][CH2:7][CH2:6]2)[O:4]1.[NH:21]1[CH2:25][CH2:24][CH2:23][CH2:22]1.CSC1C=CC(C(C2(N3CCCC3)CCCCC2)=O)=CC=1, predict the reaction product. The product is: [CH3:20][S:17]([C:14]1[CH:15]=[CH:16][C:11]([C:3]([C:5]2([N:21]3[CH2:25][CH2:24][CH2:23][CH2:22]3)[CH2:10][CH2:9][CH2:8][CH2:7][CH2:6]2)=[O:4])=[CH:12][CH:13]=1)(=[O:19])=[O:18]. (2) Given the reactants [Li+].[OH-].[Cl:3][C:4]1[CH:39]=[CH:38][CH:37]=[C:36]([Cl:40])[C:5]=1[C:6]([NH:8][C@H:9]([C:32]([O:34]C)=[O:33])[CH2:10][C:11]1[CH:16]=[CH:15][C:14]([O:17][CH2:18][C:19]([CH3:31])([C:21]2[CH:30]=[CH:29][C:28]3[CH2:27][CH2:26][CH2:25][NH:24][C:23]=3[N:22]=2)[CH3:20])=[CH:13][CH:12]=1)=[O:7], predict the reaction product. The product is: [Cl:3][C:4]1[CH:39]=[CH:38][CH:37]=[C:36]([Cl:40])[C:5]=1[C:6]([NH:8][C@H:9]([C:32]([OH:34])=[O:33])[CH2:10][C:11]1[CH:12]=[CH:13][C:14]([O:17][CH2:18][C:19]([CH3:31])([C:21]2[CH:30]=[CH:29][C:28]3[CH2:27][CH2:26][CH2:25][NH:24][C:23]=3[N:22]=2)[CH3:20])=[CH:15][CH:16]=1)=[O:7].